This data is from Full USPTO retrosynthesis dataset with 1.9M reactions from patents (1976-2016). The task is: Predict the reactants needed to synthesize the given product. (1) Given the product [CH2:1]([O:3][C:4]1[CH:13]=[CH:12][C:7]2[N:8]([CH:26]([CH2:31][CH3:32])[C:27]([OH:29])=[O:28])[C:9](=[N:11][C:19](=[O:20])[C:18]3[CH:22]=[CH:23][CH:24]=[C:16]([O:15][CH3:14])[CH:17]=3)[S:10][C:6]=2[CH:5]=1)[CH3:2], predict the reactants needed to synthesize it. The reactants are: [CH2:1]([O:3][C:4]1[CH:13]=[CH:12][C:7]2[N:8]=[C:9]([NH2:11])[S:10][C:6]=2[CH:5]=1)[CH3:2].[CH3:14][O:15][C:16]1[CH:17]=[C:18]([CH:22]=[CH:23][CH:24]=1)[C:19](Cl)=[O:20].Br[CH:26]([CH2:31][CH3:32])[C:27]([O:29]C)=[O:28].COC1C=CC2N=C(N)SC=2C=1.ClC1C=C(C=CC=1)C(Cl)=O.BrCC(OCC)=O. (2) Given the product [Cl:1][C:2]1[N:7]=[C:6]([N:21]2[CH2:20][CH2:19][C:18]3[N:15]=[CH:14][NH:13][C:17]=3[CH2:16]2)[C:5]([O:9][CH3:10])=[CH:4][N:3]=1, predict the reactants needed to synthesize it. The reactants are: [Cl:1][C:2]1[N:7]=[C:6](Cl)[C:5]([O:9][CH3:10])=[CH:4][N:3]=1.Cl.Cl.[NH:13]1[C:17]2[CH2:18][CH2:19][CH2:20][NH:21][C:16]=2[N:15]=[CH:14]1.C(N(C(C)C)C(C)C)C. (3) Given the product [Br-:15].[CH2:1]([O:3][C:4]1[CH:9]=[CH:8][CH:7]=[CH:6][C:5]=1[N+:10]1[CH:14]=[CH:13][N:12]([CH2:16][CH2:17][CH2:18][CH2:19][CH2:20][CH2:21][CH3:22])[CH:11]=1)[CH3:2], predict the reactants needed to synthesize it. The reactants are: [CH2:1]([O:3][C:4]1[CH:9]=[CH:8][CH:7]=[CH:6][C:5]=1[N:10]1[CH:14]=[CH:13][N:12]=[CH:11]1)[CH3:2].[Br:15][CH2:16][CH2:17][CH2:18][CH2:19][CH2:20][CH2:21][CH3:22]. (4) The reactants are: [Cl:1][C:2]1[CH:7]=[CH:6][C:5]([C:8]2[CH:13]=[CH:12][N:11]3[C:14](=[O:17])[NH:15][N:16]=[C:10]3[C:9]=2[C:18]2[CH:23]=[CH:22][N:21]=[CH:20][CH:19]=2)=[CH:4][CH:3]=1.O[CH2:25][C:26]1[C:27]([CH3:37])=[N+:28]([O-:36])[C:29]([C:32]([F:35])([F:34])[F:33])=[CH:30][CH:31]=1.C1C=CC(P(C2C=CC=CC=2)C2C=CC=CC=2)=CC=1.CCOC(/N=N/C(OCC)=O)=O.C1(C)C=CC=CC=1. Given the product [Cl:1][C:2]1[CH:7]=[CH:6][C:5]([C:8]2[CH:13]=[CH:12][N:11]3[C:14](=[O:17])[N:15]([CH2:25][C:26]4[C:27]([CH3:37])=[N+:28]([O-:36])[C:29]([C:32]([F:35])([F:33])[F:34])=[CH:30][CH:31]=4)[N:16]=[C:10]3[C:9]=2[C:18]2[CH:19]=[CH:20][N:21]=[CH:22][CH:23]=2)=[CH:4][CH:3]=1, predict the reactants needed to synthesize it. (5) The reactants are: [Br:1][C:2]1[CH:7]=[CH:6][CH:5]=[CH:4][C:3]=1I.C[Si](C)(C)[C:11]#[C:12][CH3:13].C(N(CC)CC)C.[F-].F[N+](F)(F)F.O1CCCC1. Given the product [Br:1][C:2]1[CH:7]=[CH:6][CH:5]=[CH:4][C:3]=1[C:11]#[C:12][CH3:13], predict the reactants needed to synthesize it. (6) The reactants are: [Cl:1][C:2]1[N:3]=[C:4](Cl)[C:5]2[C:10]([C:11]3[CH:16]=[CH:15][N:14]=[CH:13][CH:12]=3)=[CH:9][N:8]([CH2:17][O:18][CH2:19][CH2:20][Si:21]([CH3:24])([CH3:23])[CH3:22])[C:6]=2[N:7]=1.Cl.[O:27]1[CH2:32][CH2:31][CH:30]([NH2:33])[CH2:29][CH2:28]1.C(N(CC)CC)C. Given the product [Cl:1][C:2]1[N:3]=[C:4]([NH:33][CH:30]2[CH2:31][CH2:32][O:27][CH2:28][CH2:29]2)[C:5]2[C:10]([C:11]3[CH:16]=[CH:15][N:14]=[CH:13][CH:12]=3)=[CH:9][N:8]([CH2:17][O:18][CH2:19][CH2:20][Si:21]([CH3:24])([CH3:23])[CH3:22])[C:6]=2[N:7]=1, predict the reactants needed to synthesize it. (7) Given the product [Cl:12][C:13]1[CH:18]=[CH:17][C:16]([O:19][CH3:20])=[CH:15][C:14]=1[C:2]1[C:10]2[C:5](=[N:6][CH:7]=[N:8][C:9]=2[NH2:11])[NH:4][N:3]=1, predict the reactants needed to synthesize it. The reactants are: I[C:2]1[C:10]2[C:5](=[N:6][CH:7]=[N:8][C:9]=2[NH2:11])[NH:4][N:3]=1.[Cl:12][C:13]1[CH:18]=[CH:17][C:16]([O:19][CH3:20])=[CH:15][C:14]=1B(O)O.C(=O)([O-])[O-].[Na+].[Na+].ClCCl. (8) Given the product [C:1]([NH:5][C:6]([C:8]1[C:16]2[C:11](=[N:12][CH:13]=[C:14]([N:17]3[C:25]4[C:20](=[CH:21][C:22]([Cl:26])=[CH:23][CH:24]=4)[CH:19]=[N:18]3)[N:15]=2)[NH:10][CH:9]=1)=[O:7])([CH3:4])([CH3:2])[CH3:3], predict the reactants needed to synthesize it. The reactants are: [C:1]([NH:5][C:6]([C:8]1[C:16]2[C:11](=[N:12][CH:13]=[C:14]([N:17]3[C:25]4[C:20](=[CH:21][C:22]([Cl:26])=[CH:23][CH:24]=4)[CH:19]=[N:18]3)[N:15]=2)[N:10](COCC[Si](C)(C)C)[CH:9]=1)=[O:7])([CH3:4])([CH3:3])[CH3:2].FC(F)(F)C(O)=O. (9) Given the product [CH3:23][O:24][C:25]1[CH:30]=[CH:29][CH:28]=[CH:27][C:26]=1[C@H:31]([OH:33])[CH3:32], predict the reactants needed to synthesize it. The reactants are: B(Cl)([C@@H]1[C@@H](C)[C@H]2C(C)(C)[C@H](C2)C1)[C@@H]1[C@@H](C)[C@H]2C(C)(C)[C@H](C2)C1.[CH3:23][O:24][C:25]1[CH:30]=[CH:29][CH:28]=[CH:27][C:26]=1[C:31](=[O:33])[CH3:32].